This data is from Catalyst prediction with 721,799 reactions and 888 catalyst types from USPTO. The task is: Predict which catalyst facilitates the given reaction. (1) Reactant: [CH2:1]([C@H:8]([NH:30][C:31](=[O:50])[C@H:32]([CH:47]([CH3:49])[CH3:48])[NH:33][C:34]([N:36]([CH2:38][C:39]1[N:40]=[C:41]([CH:44]([CH3:46])[CH3:45])[S:42][CH:43]=1)[CH3:37])=[O:35])[CH2:9][C@H:10]([OH:29])[C@@H:11]([NH:19][C:20]([O:22][CH2:23][C:24]1[S:28][CH:27]=[N:26][CH:25]=1)=[O:21])[CH2:12][C:13]1[CH:18]=[CH:17][CH:16]=[CH:15][CH:14]=1)[C:2]1[CH:7]=[CH:6][CH:5]=[CH:4][CH:3]=1.[CH2:51]([S:55][CH2:56][CH:57]([CH3:59])[CH3:58])[CH:52]([CH3:54])[CH3:53].C(OOC(=O)C1C=CC=CC=1)(=O)C1C=CC=CC=1. Product: [CH2:1]([C@H:8]([NH:30][C:31](=[O:50])[C@H:32]([CH:47]([CH3:49])[CH3:48])[NH:33][C:34]([N:36]([CH2:38][C:39]1[N:40]=[C:41]([CH:44]([CH3:45])[CH3:46])[S:42][CH:43]=1)[CH3:37])=[O:35])[CH2:9][C@H:10]([O:29][CH:51]([S:55][CH2:56][CH:57]([CH3:59])[CH3:58])[CH:52]([CH3:54])[CH3:53])[C@@H:11]([NH:19][C:20]([O:22][CH2:23][C:24]1[S:28][CH:27]=[N:26][CH:25]=1)=[O:21])[CH2:12][C:13]1[CH:18]=[CH:17][CH:16]=[CH:15][CH:14]=1)[C:2]1[CH:3]=[CH:4][CH:5]=[CH:6][CH:7]=1. The catalyst class is: 115. (2) Reactant: [C:1]([O:5][C:6]([NH:8][C:9]1[CH:14]=[CH:13][N:12]=[C:11]([C:15]([OH:17])=O)[CH:10]=1)=[O:7])([CH3:4])([CH3:3])[CH3:2].[NH:18]1[CH2:23][CH2:22][O:21][CH2:20][CH2:19]1.C1C=CC2N(O)N=NC=2C=1.CCN=C=NCCCN(C)C.Cl.CCN(C(C)C)C(C)C. Product: [C:1]([O:5][C:6](=[O:7])[NH:8][C:9]1[CH:14]=[CH:13][N:12]=[C:11]([C:15]([N:18]2[CH2:23][CH2:22][O:21][CH2:20][CH2:19]2)=[O:17])[CH:10]=1)([CH3:2])([CH3:3])[CH3:4]. The catalyst class is: 146. (3) Reactant: [CH3:1][O:2][C:3](=[O:21])[C:4]1[CH:9]=[C:8]([CH:10]([OH:12])[CH3:11])[C:7]([C:13]([F:16])([F:15])[F:14])=[CH:6][C:5]=1[NH:17]C(=O)C.O.[C:23]1(C)[CH:28]=CC(S(O)(=O)=O)=C[CH:24]=1. Product: [CH3:1][O:2][C:3](=[O:21])[C:4]1[CH:9]=[C:8]([CH:10]([O:12][CH:23]([CH3:28])[CH3:24])[CH3:11])[C:7]([C:13]([F:14])([F:15])[F:16])=[CH:6][C:5]=1[NH2:17]. The catalyst class is: 41. (4) Reactant: [N+:1]([C:4]1[CH:9]=[C:8]([S:10][C:11]([F:14])([F:13])[F:12])[CH:7]=[CH:6][C:5]=1[OH:15])([O-])=O.C(OCC)(=O)C.C(O)(=O)C. Product: [NH2:1][C:4]1[CH:9]=[C:8]([S:10][C:11]([F:14])([F:12])[F:13])[CH:7]=[CH:6][C:5]=1[OH:15]. The catalyst class is: 150. (5) Reactant: [C:1]([O:4][CH2:5][CH2:6][C@@H:7]1[C@:16]2([CH3:17])[C@H:11]([C:12]([CH3:19])([CH3:18])[CH2:13][CH2:14][CH2:15]2)[CH2:10][CH2:9][C@:8]1(O)[CH3:20])(=[O:3])[CH3:2].N1C=CC=CC=1.S(Cl)(Cl)=O.C([O-])(O)=O.[Na+]. Product: [C:1]([O:4][CH2:5][CH2:6][C@@H:7]1[C@:16]2([CH3:17])[C@H:11]([C:12]([CH3:19])([CH3:18])[CH2:13][CH2:14][CH2:15]2)[CH2:10][CH2:9][C:8]1=[CH2:20])(=[O:3])[CH3:2]. The catalyst class is: 2. (6) Reactant: C(OC(=O)[NH:7][CH2:8][CH2:9][NH:10][C:11](=[O:41])[CH2:12][NH:13][C:14](=[O:40])[CH2:15][C@@H:16]1[N:22]=[C:21]([C:23]2[CH:28]=[CH:27][C:26]([Cl:29])=[CH:25][CH:24]=2)[C:20]2[CH:30]=[C:31]([O:34][CH3:35])[CH:32]=[CH:33][C:19]=2[N:18]2[C:36]([CH3:39])=[N:37][N:38]=[C:17]12)(C)(C)C. Product: [NH2:7][CH2:8][CH2:9][NH:10][C:11](=[O:41])[CH2:12][NH:13][C:14](=[O:40])[CH2:15][C@@H:16]1[N:22]=[C:21]([C:23]2[CH:24]=[CH:25][C:26]([Cl:29])=[CH:27][CH:28]=2)[C:20]2[CH:30]=[C:31]([O:34][CH3:35])[CH:32]=[CH:33][C:19]=2[N:18]2[C:36]([CH3:39])=[N:37][N:38]=[C:17]12. The catalyst class is: 157. (7) Reactant: [CH3:1][S:2][C:3]1[C:8]2=[N:9][CH:10]=[CH:11][N:7]2[N:6]=[CH:5][N:4]=1.[Li+].CC([N-]C(C)C)C.C1COCC1.[CH2:25]([O:32][C@@H:33]1[C@H:37]([O:38][CH2:39][C:40]2[CH:45]=[CH:44][CH:43]=[CH:42][CH:41]=2)[C@@H:36]([CH2:46][O:47][CH2:48][C:49]2[CH:54]=[CH:53][CH:52]=[CH:51][CH:50]=2)[O:35][C:34]1=[O:55])[C:26]1[CH:31]=[CH:30][CH:29]=[CH:28][CH:27]=1. The catalyst class is: 1. Product: [CH2:25]([O:32][C@@H:33]1[C@H:37]([O:38][CH2:39][C:40]2[CH:45]=[CH:44][CH:43]=[CH:42][CH:41]=2)[C@@H:36]([CH2:46][O:47][CH2:48][C:49]2[CH:50]=[CH:51][CH:52]=[CH:53][CH:54]=2)[O:35][C:34]1([C:11]1[N:7]2[C:8]([C:3]([S:2][CH3:1])=[N:4][CH:5]=[N:6]2)=[N:9][CH:10]=1)[OH:55])[C:26]1[CH:31]=[CH:30][CH:29]=[CH:28][CH:27]=1.